From a dataset of Reaction yield outcomes from USPTO patents with 853,638 reactions. Predict the reaction yield, written as a fraction of the theoretical maximum amount of product (1.0 means a 100% yield; for example, 0.34 means a 34% yield). (1) The reactants are [Br:1][C:2]1[CH:3]=[C:4]([SH:8])[CH:5]=[CH:6][CH:7]=1.[OH-].[K+].[CH2:11]([O:13][CH:14]([O:17][CH2:18][CH3:19])[CH2:15]Br)[CH3:12]. The catalyst is CS(C)=O.O.CCOCC. The product is [Br:1][C:2]1[CH:3]=[C:4]([S:8][CH2:15][CH:14]([O:17][CH2:18][CH3:19])[O:13][CH2:11][CH3:12])[CH:5]=[CH:6][CH:7]=1. The yield is 1.00. (2) The reactants are C[O:2][C:3](=O)[C:4]1[CH:9]=[CH:8][C:7]([Br:10])=[CH:6][C:5]=1[CH2:11]Br.[NH3:14]. No catalyst specified. The product is [Br:10][C:7]1[CH:6]=[C:5]2[C:4](=[CH:9][CH:8]=1)[C:3](=[O:2])[NH:14][CH2:11]2. The yield is 0.650. (3) The reactants are [Br:1][C:2]1[CH:7]=[C:6]([NH2:8])[CH:5]=[C:4]([C:9]([F:12])([F:11])[F:10])[C:3]=1[NH2:13].Br[CH2:15][CH2:16][O:17][CH2:18][CH2:19]Br.C(N(CC)C(C)C)(C)C.C(=O)(O)[O-]. The catalyst is CN(C)C=O. The product is [Br:1][C:2]1[CH:7]=[C:6]([N:8]2[CH2:19][CH2:18][O:17][CH2:16][CH2:15]2)[CH:5]=[C:4]([C:9]([F:12])([F:11])[F:10])[C:3]=1[NH2:13]. The yield is 0.630.